Dataset: Catalyst prediction with 721,799 reactions and 888 catalyst types from USPTO. Task: Predict which catalyst facilitates the given reaction. Reactant: C([CH:3]([C:11]1[C:16]([O:17][CH2:18][CH2:19][CH3:20])=[CH:15][CH:14]=[CH:13][N:12]=1)[C:4]1[CH:9]=[CH:8][C:7]([F:10])=[CH:6][CH:5]=1)#N.C(=O)([O-])[O-:22].[K+].[K+].O. Product: [F:10][C:7]1[CH:8]=[CH:9][C:4]([C:3]([C:11]2[C:16]([O:17][CH2:18][CH2:19][CH3:20])=[CH:15][CH:14]=[CH:13][N:12]=2)=[O:22])=[CH:5][CH:6]=1. The catalyst class is: 58.